Dataset: Forward reaction prediction with 1.9M reactions from USPTO patents (1976-2016). Task: Predict the product of the given reaction. Given the reactants [CH3:1][C:2]1([CH3:10])[CH2:8][CH:7]2[CH:5]([O:6]2)[C:4](=O)[CH2:3]1.[F:11][C:12]1[CH:19]=[C:18]([CH:20]=[CH:21][N+:22]([O-])=O)[CH:17]=[CH:16][C:13]=1[C:14]#[N:15].[CH3:25]COCC, predict the reaction product. The product is: [F:11][C:12]1[CH:19]=[C:18]([C:20]2[C:4]3[CH2:3][C:2]([CH3:1])([CH3:10])[CH2:8][C:7](=[O:6])[C:5]=3[N:22]([CH3:25])[CH:21]=2)[CH:17]=[CH:16][C:13]=1[C:14]#[N:15].